From a dataset of Reaction yield outcomes from USPTO patents with 853,638 reactions. Predict the reaction yield, written as a fraction of the theoretical maximum amount of product (1.0 means a 100% yield; for example, 0.34 means a 34% yield). The reactants are C[CH2:2][N:3]=[C:4]=NCCCN(C)C.Cl.[CH2:13]([O:20][C:21]1[CH:29]=[CH:28][C:24]([C:25](O)=[O:26])=[CH:23][C:22]=1[C:30]([NH:32][C:33]1[CH:38]=[C:37]([C:39]([F:42])([F:41])[F:40])[CH:36]=[C:35]([C:43]([F:46])([F:45])[F:44])[CH:34]=1)=[O:31])[C:14]1[CH:19]=[CH:18][CH:17]=[CH:16][CH:15]=1.Cl.CNC.C(N(CC)CC)C. The catalyst is O1CCCC1.O. The product is [CH2:13]([O:20][C:21]1[CH:29]=[CH:28][C:24]([C:25]([N:3]([CH3:4])[CH3:2])=[O:26])=[CH:23][C:22]=1[C:30]([NH:32][C:33]1[CH:38]=[C:37]([C:39]([F:42])([F:41])[F:40])[CH:36]=[C:35]([C:43]([F:46])([F:45])[F:44])[CH:34]=1)=[O:31])[C:14]1[CH:19]=[CH:18][CH:17]=[CH:16][CH:15]=1. The yield is 0.649.